Task: Predict the reaction yield, written as a fraction of the theoretical maximum amount of product (1.0 means a 100% yield; for example, 0.34 means a 34% yield).. Dataset: Reaction yield outcomes from USPTO patents with 853,638 reactions (1) The yield is 0.960. The reactants are [O:1]1CCO[CH:2]1[C:6]1[CH:7]=[C:8]([CH:19]=[CH:20][C:21]=1[F:22])[CH2:9][N:10]1[CH2:15][CH2:14][N:13]([CH:16]([CH3:18])[CH3:17])[CH2:12][CH2:11]1.Cl. The product is [F:22][C:21]1[CH:20]=[CH:19][C:8]([CH2:9][N:10]2[CH2:11][CH2:12][N:13]([CH:16]([CH3:18])[CH3:17])[CH2:14][CH2:15]2)=[CH:7][C:6]=1[CH:2]=[O:1]. The catalyst is C(Cl)Cl. (2) The reactants are CC(C)([O-])C.[K+].[C:7]([O:11][C:12]([N:14]([CH2:21][C:22](=[O:24])[CH3:23])[CH2:15][C:16](OCC)=[O:17])=[O:13])([CH3:10])([CH3:9])[CH3:8]. The catalyst is CCOCC. The product is [O:24]=[C:22]1[CH2:23][C:16](=[O:17])[CH2:15][N:14]([C:12]([O:11][C:7]([CH3:8])([CH3:9])[CH3:10])=[O:13])[CH2:21]1. The yield is 0.606. (3) The reactants are C([O:5][C:6](=[O:42])[CH2:7][CH:8]1[CH2:13][CH:12]([CH2:14][CH2:15][C:16]2[N:17]([CH:37]([CH3:39])[CH3:38])[C:18]([C:34](=[O:36])[NH2:35])=[C:19]([C:28]3[CH:33]=[CH:32][CH:31]=[CH:30][N:29]=3)[C:20]=2[C:21]2[CH:26]=[CH:25][C:24]([F:27])=[CH:23][CH:22]=2)[O:11]C(C)(C)[O:9]1)(C)(C)C.[OH-].[Na+:44]. The catalyst is CO. The product is [Na+:44].[C:34]([C:18]1[N:17]([CH:37]([CH3:38])[CH3:39])[C:16]([CH2:15][CH2:14][C@@H:12]([OH:11])[CH2:13][C@@H:8]([OH:9])[CH2:7][C:6]([O-:42])=[O:5])=[C:20]([C:21]2[CH:22]=[CH:23][C:24]([F:27])=[CH:25][CH:26]=2)[C:19]=1[C:28]1[CH:33]=[CH:32][CH:31]=[CH:30][N:29]=1)(=[O:36])[NH2:35]. The yield is 0.960. (4) The catalyst is CN(C=O)C.O. The reactants are [NH2:1][C:2]1[N:7]=[CH:6][C:5]([C:8]2[CH:9]=[C:10]([NH2:19])[C:11]([NH:14][C:15]([CH3:18])([CH3:17])[CH3:16])=[CH:12][CH:13]=2)=[CH:4][N:3]=1.[CH3:20][C:21]1[CH:25]=[C:24]([CH3:26])[N:23]([C:27]2[CH:34]=[CH:33][CH:32]=[CH:31][C:28]=2[CH:29]=O)[N:22]=1.OOS([O-])=O.[K+].S([O-])([O-])(=O)=S.[Na+].[Na+]. The product is [C:15]([N:14]1[C:11]2[CH:12]=[CH:13][C:8]([C:5]3[CH:4]=[N:3][C:2]([NH2:1])=[N:7][CH:6]=3)=[CH:9][C:10]=2[N:19]=[C:29]1[C:28]1[CH:31]=[CH:32][CH:33]=[CH:34][C:27]=1[N:23]1[C:24]([CH3:26])=[CH:25][C:21]([CH3:20])=[N:22]1)([CH3:16])([CH3:18])[CH3:17]. The yield is 0.460. (5) The reactants are [Cl:1][C:2]1[CH:3]=[N:4][C:5]([CH2:13][OH:14])=[C:6]([CH:12]=1)[C:7]([O:9][CH2:10][CH3:11])=[O:8].[F:15][C:16]1[CH:17]=[C:18](O)[CH:19]=[CH:20][CH:21]=1.C1(P(C2C=CC=CC=2)C2C=CC=CC=2)C=CC=CC=1.CCOC(/N=N/C(OCC)=O)=O.C1(C)C=CC=CC=1. The catalyst is O1CCCC1.O. The product is [Cl:1][C:2]1[CH:3]=[N:4][C:5]([CH2:13][O:14][C:20]2[CH:19]=[CH:18][CH:17]=[C:16]([F:15])[CH:21]=2)=[C:6]([CH:12]=1)[C:7]([O:9][CH2:10][CH3:11])=[O:8]. The yield is 0.560.